Task: Predict the product of the given reaction.. Dataset: Forward reaction prediction with 1.9M reactions from USPTO patents (1976-2016) Given the reactants [C:1](=O)([O-])[O-].[K+].[K+].[CH2:7](I)[CH3:8].[F:10][C:11]1[CH:19]=[CH:18][C:14]([C:15]([OH:17])=O)=[CH:13][C:12]=1[OH:20].CN([CH:24]=[O:25])C, predict the reaction product. The product is: [CH2:7]([O:20][C:12]1[CH:13]=[C:14]([CH:18]=[CH:19][C:11]=1[F:10])[C:15]([O:25][CH2:24][CH3:1])=[O:17])[CH3:8].